Dataset: Reaction yield outcomes from USPTO patents with 853,638 reactions. Task: Predict the reaction yield, written as a fraction of the theoretical maximum amount of product (1.0 means a 100% yield; for example, 0.34 means a 34% yield). (1) The reactants are [N-:1]=[N+]=[N-].[Na+].[CH3:5][O:6][C:7](=[O:27])[C:8]1[CH:13]=[C:12]([C:14](=[O:16])[CH3:15])[C:11](F)=[C:10]([F:18])[C:9]=1[NH:19][C:20]1[CH:25]=[CH:24][CH:23]=[CH:22][C:21]=1[Cl:26].CC(C)=O. The catalyst is CCOC(C)=O.O. The product is [CH3:5][O:6][C:7]([C:8]1[C:9]([NH:19][C:20]2[CH:25]=[CH:24][CH:23]=[CH:22][C:21]=2[Cl:26])=[C:10]([F:18])[C:11]2=[N:1][O:16][C:14]([CH3:15])=[C:12]2[CH:13]=1)=[O:27]. The yield is 0.770. (2) The reactants are [C:1]([C:3]1[CH:8]=[CH:7][C:6]([OH:9])=[C:5]([N+:10]([O-:12])=[O:11])[CH:4]=1)#[N:2].Br[CH2:14][C:15]([O:17][CH3:18])=[O:16].C(=O)([O-])[O-].[K+].[K+].O. The catalyst is CN(C)C=O. The product is [C:1]([C:3]1[CH:8]=[CH:7][C:6]([O:9][CH2:14][C:15]([O:17][CH3:18])=[O:16])=[C:5]([N+:10]([O-:12])=[O:11])[CH:4]=1)#[N:2]. The yield is 0.540. (3) The reactants are Br[C:2]1[C:7]2[S:8][C:9]([CH3:11])=[CH:10][C:6]=2[CH:5]=[CH:4][CH:3]=1.C([Li])CCC.[C:17](=[O:19])=[O:18]. The catalyst is O1CCCC1.C(OCC)C. The product is [CH3:11][C:9]1[S:8][C:7]2[C:2]([C:17]([OH:19])=[O:18])=[CH:3][CH:4]=[CH:5][C:6]=2[CH:10]=1. The yield is 0.312. (4) The yield is 0.490. The reactants are [Cl:1][C:2]1[CH:3]=[C:4]([C:8]2[O:12][N:11]=[C:10]([CH:13]([OH:15])[CH3:14])[N:9]=2)[CH:5]=[CH:6][CH:7]=1.[C:16](OC=C)(=[O:18])[CH3:17]. The product is [C:16]([O:15][C@@H:13]([C:10]1[N:9]=[C:8]([C:4]2[CH:5]=[CH:6][CH:7]=[C:2]([Cl:1])[CH:3]=2)[O:12][N:11]=1)[CH3:14])(=[O:18])[CH3:17]. The catalyst is C1(C)C=CC=CC=1. (5) The reactants are [CH:1]1([S:4]([C:7]2[CH:41]=[CH:40][C:10]([CH2:11][NH:12][C:13]([C:15]3[C:20](=[O:21])[N:19]([C:22]4[CH:27]=[CH:26][CH:25]=[C:24]([C:28]([F:31])([F:30])[F:29])[CH:23]=4)[C:18]([CH3:32])=[C:17](/[CH:33]=[CH:34]/[C:35]([O:37][CH2:38][CH3:39])=[O:36])[CH:16]=3)=[O:14])=[CH:9][CH:8]=2)(=[O:6])=[O:5])[CH2:3][CH2:2]1. The catalyst is [Pd].C(O)C.C(OCC)(=O)C. The product is [CH:1]1([S:4]([C:7]2[CH:8]=[CH:9][C:10]([CH2:11][NH:12][C:13]([C:15]3[C:20](=[O:21])[N:19]([C:22]4[CH:27]=[CH:26][CH:25]=[C:24]([C:28]([F:29])([F:31])[F:30])[CH:23]=4)[C:18]([CH3:32])=[C:17]([CH2:33][CH2:34][C:35]([O:37][CH2:38][CH3:39])=[O:36])[CH:16]=3)=[O:14])=[CH:40][CH:41]=2)(=[O:5])=[O:6])[CH2:2][CH2:3]1. The yield is 0.820. (6) The catalyst is C(Cl)Cl. The product is [CH2:1]([O:8][CH2:9][CH2:10][CH2:11][O:12][C:13]1[CH:20]=[CH:19][CH:18]=[C:15]([CH:16]=[O:17])[C:14]=1[O:21][S:30]([C:29]([F:42])([F:41])[F:28])(=[O:32])=[O:31])[C:2]1[CH:3]=[CH:4][CH:5]=[CH:6][CH:7]=1. The reactants are [CH2:1]([O:8][CH2:9][CH2:10][CH2:11][O:12][C:13]1[C:14]([OH:21])=[C:15]([CH:18]=[CH:19][CH:20]=1)[CH:16]=[O:17])[C:2]1[CH:7]=[CH:6][CH:5]=[CH:4][CH:3]=1.N1C=CC=CC=1.[F:28][C:29]([F:42])([F:41])[S:30](O[S:30]([C:29]([F:42])([F:41])[F:28])(=[O:32])=[O:31])(=[O:32])=[O:31]. The yield is 0.820. (7) The reactants are [Cl-].O[NH3+:3].[C:4](=[O:7])([O-:6])O.[Na+].CS(C)=O.[C:13]([C:15]1[CH:20]=[CH:19][CH:18]=[CH:17][C:16]=1[C:21]1[CH:26]=[CH:25][C:24]([CH2:27][C:28]2[C:33](=[O:34])[N:32]([CH2:35][C:36]3[CH:45]=[CH:44][CH:43]=[CH:42][C:37]=3[C:38]([O:40][CH3:41])=[O:39])[C:31]([CH3:46])=[N:30][C:29]=2[CH2:47][CH2:48][CH3:49])=[CH:23][CH:22]=1)#[N:14]. The catalyst is C(OCC)(=O)C. The product is [CH3:46][C:31]1[N:32]([CH2:35][C:36]2[CH:45]=[CH:44][CH:43]=[CH:42][C:37]=2[C:38]([O:40][CH3:41])=[O:39])[C:33](=[O:34])[C:28]([CH2:27][C:24]2[CH:23]=[CH:22][C:21]([C:16]3[CH:17]=[CH:18][CH:19]=[CH:20][C:15]=3[C:13]3[NH:3][C:4](=[O:7])[O:6][N:14]=3)=[CH:26][CH:25]=2)=[C:29]([CH2:47][CH2:48][CH3:49])[N:30]=1. The yield is 0.370.